Dataset: Reaction yield outcomes from USPTO patents with 853,638 reactions. Task: Predict the reaction yield, written as a fraction of the theoretical maximum amount of product (1.0 means a 100% yield; for example, 0.34 means a 34% yield). (1) The reactants are [CH3:1][O:2][C:3]1[CH:4]=[C:5]([C:11](=O)[CH2:12][C:13]([O:15]CC)=O)[CH:6]=[CH:7][C:8]=1[O:9][CH3:10].[NH2:19][C:20]1[CH:25]=[CH:24][C:23]([F:26])=[CH:22][N:21]=1.CC1C=CC(S(O)(=O)=O)=CC=1. The yield is 0.560. No catalyst specified. The product is [CH3:1][O:2][C:3]1[CH:4]=[C:5]([C:11]2[N:19]=[C:20]3[CH:25]=[CH:24][C:23]([F:26])=[CH:22][N:21]3[C:13](=[O:15])[CH:12]=2)[CH:6]=[CH:7][C:8]=1[O:9][CH3:10]. (2) The reactants are [O:1]1[C:6]2[CH:7]=[CH:8][C:9](B(O)O)=[CH:10][C:5]=2[O:4][CH2:3][CH2:2]1.I[C:15]1[C:23]2[C:18](=[N:19][CH:20]=[N:21][C:22]=2[NH2:24])[N:17]([CH:25]([CH3:27])[CH3:26])[N:16]=1.C([O-])([O-])=O.[Na+].[Na+]. The catalyst is CCO.COCCOC.C1C=CC([P]([Pd]([P](C2C=CC=CC=2)(C2C=CC=CC=2)C2C=CC=CC=2)([P](C2C=CC=CC=2)(C2C=CC=CC=2)C2C=CC=CC=2)[P](C2C=CC=CC=2)(C2C=CC=CC=2)C2C=CC=CC=2)(C2C=CC=CC=2)C2C=CC=CC=2)=CC=1. The product is [O:1]1[CH2:2][CH2:3][O:4][C:5]2[CH:10]=[C:9]([C:15]3[C:23]4[C:18](=[N:19][CH:20]=[N:21][C:22]=4[NH2:24])[N:17]([CH:25]([CH3:27])[CH3:26])[N:16]=3)[CH:8]=[CH:7][C:6]1=2. The yield is 0.150.